Dataset: Peptide-MHC class I binding affinity with 185,985 pairs from IEDB/IMGT. Task: Regression. Given a peptide amino acid sequence and an MHC pseudo amino acid sequence, predict their binding affinity value. This is MHC class I binding data. The peptide sequence is REVFYFGKF. The MHC is HLA-B07:02 with pseudo-sequence HLA-B07:02. The binding affinity (normalized) is 0.0847.